Dataset: Buchwald-Hartwig C-N cross coupling reaction yields with 55,370 reactions. Task: Predict the reaction yield, written as a fraction of the theoretical maximum amount of product (1.0 means a 100% yield; for example, 0.34 means a 34% yield). The reactants are Ic1cccnc1.Cc1ccc(N)cc1.O=S(=O)(O[Pd]1c2ccccc2-c2ccccc2N~1)C(F)(F)F.CC(C)c1cc(C(C)C)c(-c2ccccc2P(C(C)(C)C)C(C)(C)C)c(C(C)C)c1.CN(C)C(=NC(C)(C)C)N(C)C.COC(=O)c1cc(-c2ccco2)on1. No catalyst specified. The product is Cc1ccc(Nc2cccnc2)cc1. The yield is 0.681.